This data is from Reaction yield outcomes from USPTO patents with 853,638 reactions. The task is: Predict the reaction yield, written as a fraction of the theoretical maximum amount of product (1.0 means a 100% yield; for example, 0.34 means a 34% yield). (1) The reactants are C[O:2][C:3]1[CH:8]=[CH:7][C:6]([C:9]2([C:12]([O:14][CH3:15])=[O:13])[CH2:11][CH2:10]2)=[CH:5][CH:4]=1.CCS.[Al+3].[Cl-].[Cl-].[Cl-]. The catalyst is ClCCl. The product is [CH3:15][O:14][C:12]([C:9]1([C:6]2[CH:5]=[CH:4][C:3]([OH:2])=[CH:8][CH:7]=2)[CH2:10][CH2:11]1)=[O:13]. The yield is 0.950. (2) The reactants are [N:1]([CH2:4][CH2:5][CH2:6][C:7](=[N:14][NH:15][C:16](=[O:25])[C:17]1[CH:22]=[C:21]([F:23])[CH:20]=[CH:19][C:18]=1[F:24])[C:8]1[CH:13]=[CH:12][CH:11]=[CH:10][CH:9]=1)=[N+:2]=[N-:3].[CH3:26][O:27][C@@H:28]([CH3:38])[C:29](O[C:29](=[O:30])[C@@H:28]([O:27][CH3:26])[CH3:38])=[O:30]. The catalyst is ClCCCl. The product is [N:1]([CH2:4][CH2:5][CH2:6][C:7]1([C:8]2[CH:9]=[CH:10][CH:11]=[CH:12][CH:13]=2)[N:14]([C:29](=[O:30])[C@@H:28]([O:27][CH3:26])[CH3:38])[N:15]=[C:16]([C:17]2[CH:22]=[C:21]([F:23])[CH:20]=[CH:19][C:18]=2[F:24])[O:25]1)=[N+:2]=[N-:3]. The yield is 0.650.